From a dataset of Catalyst prediction with 721,799 reactions and 888 catalyst types from USPTO. Predict which catalyst facilitates the given reaction. Reactant: Cl.[C:2]1([CH3:21])[CH:7]=[CH:6][CH:5]=[CH:4][C:3]=1[C:8]1[C:20]2[C:19]3[CH2:18][CH2:17][NH:16][CH2:15][C:14]=3[CH:13]=[N:12][C:11]=2[NH:10][N:9]=1.C(N(CC)CC)C.[C:29]1([N:35]=[C:36]=[O:37])[CH:34]=[CH:33][CH:32]=[CH:31][CH:30]=1. Product: [C:29]1([NH:35][C:36]([N:16]2[CH2:15][C:14]3[CH:13]=[N:12][C:11]4[NH:10][N:9]=[C:8]([C:3]5[CH:4]=[CH:5][CH:6]=[CH:7][C:2]=5[CH3:21])[C:20]=4[C:19]=3[CH2:18][CH2:17]2)=[O:37])[CH:34]=[CH:33][CH:32]=[CH:31][CH:30]=1. The catalyst class is: 7.